From a dataset of Full USPTO retrosynthesis dataset with 1.9M reactions from patents (1976-2016). Predict the reactants needed to synthesize the given product. (1) Given the product [CH2:13]([C:15]1[S:19][CH:18]=[C:17]([C:20]([N:29]2[CH2:30][C:24]3([CH3:23])[CH2:31][CH:28]2[CH2:27][C:26]([CH3:33])([CH3:32])[CH2:25]3)=[O:22])[CH:16]=1)[CH3:14], predict the reactants needed to synthesize it. The reactants are: Cl.C(N=C=NCCCN(C)C)C.[CH2:13]([C:15]1[S:19][CH:18]=[C:17]([C:20]([OH:22])=O)[CH:16]=1)[CH3:14].[CH3:23][C:24]12[CH2:31][CH:28]([NH:29][CH2:30]1)[CH2:27][C:26]([CH3:33])([CH3:32])[CH2:25]2.O. (2) Given the product [S:10]([OH:13])([OH:12])(=[O:11])=[O:9].[C:1]1(=[O:14])[NH:7][CH2:2][CH2:3][CH2:4][CH2:5][CH2:6]1, predict the reactants needed to synthesize it. The reactants are: [C:1]1(=[N:7]O)[CH2:6][CH2:5][CH2:4][CH2:3][CH2:2]1.[OH:9][S:10]([OH:13])(=[O:12])=[O:11].[O:14]=S(=O)=O. (3) Given the product [CH3:28][Sn:27]([CH3:30])([CH3:29])[CH:20]([CH3:21])[CH2:19][CH:3]([CH2:2][CH3:1])[CH2:4][CH2:5][C:6]1[CH:10]=[CH:9][S:8](=[SiH2:11])[C:7]=1[C:12]1[S:13][C:14]([Sn:27]([CH3:30])([CH3:29])[CH3:28])=[CH:15][C:16]=1[CH2:17][CH3:18], predict the reactants needed to synthesize it. The reactants are: [CH3:1][CH2:2][CH:3]([CH2:19][CH2:20][CH3:21])[CH2:4][CH2:5][C:6]1[CH:10]=[CH:9][S:8](=[SiH2:11])[C:7]=1[C:12]1[S:13][CH:14]=[CH:15][C:16]=1[CH2:17][CH3:18].[Li]CCCC.[Sn:27](Cl)([CH3:30])([CH3:29])[CH3:28]. (4) The reactants are: [NH2:1][C:2]1[CH:14]=[CH:13][C:12]([C:15]2[CH:16]=[N:17][N:18]([CH2:20][CH2:21][CH2:22][OH:23])[CH:19]=2)=[CH:11][C:3]=1[C:4]([N:6]([CH2:9]C)CC)=[O:5].N[C:25]1C(C(NC)=O)=C(C)C(Br)=CC=1.NC1C=CC(Br)=CC=1C(N(CC)CC)=O. Given the product [NH2:1][C:2]1[C:3]([C:4]([NH:6][CH3:9])=[O:5])=[C:11]([CH3:25])[C:12]([C:15]2[CH:16]=[N:17][N:18]([CH2:20][CH2:21][CH2:22][OH:23])[CH:19]=2)=[CH:13][CH:14]=1, predict the reactants needed to synthesize it. (5) Given the product [F:8][C:7]([F:9])=[C:10]([F:12])[F:11].[C:4]([F:5])([O:6][C:7]([F:8])([F:9])[C:10]([F:11])([F:12])[C:13]([F:14])([F:16])[F:15])=[C:1]([F:3])[F:2], predict the reactants needed to synthesize it. The reactants are: [C:1](=[C:4]([O:6][C:7]([C:10]([C:13]([F:16])([F:15])[F:14])([F:12])[F:11])([F:9])[F:8])[F:5])([F:3])[F:2].S(OOS([O-])(=O)=O)([O-])(=O)=O.[NH4+].[NH4+].FC(F)=C(F)F. (6) Given the product [NH2:4][C:3]1[CH:5]=[CH:6][C:7]([N:10]2[CH2:15][CH2:14][O:13][CH2:12][C:11]2=[O:16])=[CH:8][C:2]=1[Cl:1], predict the reactants needed to synthesize it. The reactants are: [Cl:1][C:2]1[CH:8]=[C:7](I)[CH:6]=[CH:5][C:3]=1[NH2:4].[NH:10]1[CH2:15][CH2:14][O:13][CH2:12][C:11]1=[O:16]. (7) The reactants are: [CH3:1][N:2]1[CH2:7][CH2:6][N:5]([C:8]2[N:13]=[CH:12][C:11]([NH2:14])=[CH:10][CH:9]=2)[CH2:4][CH2:3]1.[CH3:15][C:16]1[C:17]([C:21]2[C:30]3[N:29]=[CH:28][CH:27]=[N:26][C:25]=3[C:24]([C:31](O)=[O:32])=[CH:23][CH:22]=2)=[CH:18][S:19][CH:20]=1. Given the product [CH3:1][N:2]1[CH2:7][CH2:6][N:5]([C:8]2[N:13]=[CH:12][C:11]([NH:14][C:31]([C:24]3[C:25]4[N:26]=[CH:27][CH:28]=[N:29][C:30]=4[C:21]([C:17]4[C:16]([CH3:15])=[CH:20][S:19][CH:18]=4)=[CH:22][CH:23]=3)=[O:32])=[CH:10][CH:9]=2)[CH2:4][CH2:3]1, predict the reactants needed to synthesize it. (8) The reactants are: [CH3:1][O:2][C:3]([CH2:5][CH2:6][CH2:7][CH2:8][CH:9]=O)=[O:4].[C:11]1([NH:17]N)[CH:16]=[CH:15][CH:14]=[CH:13][CH:12]=1. Given the product [CH3:1][O:2][C:3]([CH2:5][CH2:6][CH2:7][C:8]1[C:16]2[C:11](=[CH:12][CH:13]=[CH:14][CH:15]=2)[NH:17][CH:9]=1)=[O:4], predict the reactants needed to synthesize it. (9) Given the product [CH3:1][O:2][C:3](=[O:4])[C:5]1[CH:10]=[CH:9][C:8]([CH:25]2[CH2:28][O:27][CH2:26]2)=[CH:7][CH:6]=1, predict the reactants needed to synthesize it. The reactants are: [CH3:1][O:2][C:3]([C:5]1[CH:10]=[CH:9][C:8](B(O)O)=[CH:7][CH:6]=1)=[O:4].C[Si]([N-][Si](C)(C)C)(C)C.[Na+].I[CH:25]1[CH2:28][O:27][CH2:26]1.